From a dataset of Retrosynthesis with 50K atom-mapped reactions and 10 reaction types from USPTO. Predict the reactants needed to synthesize the given product. (1) Given the product NS(=O)(=O)c1ccc(N[C@H](CCN2CCOCC2)CSc2ccccc2)c(S(=O)(=O)C(F)(F)F)c1, predict the reactants needed to synthesize it. The reactants are: NS(=O)(=O)c1ccc(F)c(S(=O)(=O)C(F)(F)F)c1.N[C@H](CCN1CCOCC1)CSc1ccccc1. (2) Given the product COCCOc1cc(Cl)c(C)n2nc(CCc3nc(N4CCCC4)nn3C)nc12, predict the reactants needed to synthesize it. The reactants are: COCCBr.Cc1c(Cl)cc(O)c2nc(CCc3nc(N4CCCC4)nn3C)nn12. (3) Given the product COc1nccnc1CN1CCC(CC(=O)c2ccccc2F)CC1, predict the reactants needed to synthesize it. The reactants are: COc1nccnc1C=O.O=C(CC1CCNCC1)c1ccccc1F. (4) Given the product CCOC(=O)c1cnc(SC)nc1OC, predict the reactants needed to synthesize it. The reactants are: CCOC(=O)c1cnc(SC)nc1Cl.CO. (5) Given the product COc1cc2c(cc1[N+](=O)[O-])N(C(=O)C(C)(C)O)CC2, predict the reactants needed to synthesize it. The reactants are: CC(C)(O)C(=O)O.COc1cc2c(cc1[N+](=O)[O-])NCC2.